This data is from Reaction yield outcomes from USPTO patents with 853,638 reactions. The task is: Predict the reaction yield, written as a fraction of the theoretical maximum amount of product (1.0 means a 100% yield; for example, 0.34 means a 34% yield). (1) The reactants are [N:1]1[CH:6]=[CH:5][C:4]([C:7]2[C:8]3[S:16][CH:15]=[CH:14][C:9]=3[C:10](=[O:13])[NH:11][N:12]=2)=[CH:3][CH:2]=1.[N:17]1[C:26]2[C:21](=[CH:22][CH:23]=[CH:24][CH:25]=2)[CH:20]=[CH:19][C:18]=1[CH2:27][CH2:28]O.C1C=CC(P(C2C=CC=CC=2)C2C=CC=CC=2)=CC=1.CCOC(/N=N/C(OCC)=O)=O. The catalyst is C(Cl)Cl. The product is [N:1]1[CH:2]=[CH:3][C:4]([C:7]2[C:8]3[S:16][CH:15]=[CH:14][C:9]=3[C:10](=[O:13])[N:11]([CH2:28][CH2:27][C:18]3[CH:19]=[CH:20][C:21]4[C:26](=[CH:25][CH:24]=[CH:23][CH:22]=4)[N:17]=3)[N:12]=2)=[CH:5][CH:6]=1. The yield is 0.118. (2) The reactants are [Li+].[CH3:2]C([N-]C(C)C)C.[CH2:9]([O:11][C:12]([CH:14]1[CH2:23][CH2:22][C:17]2([O:21][CH2:20][CH2:19][O:18]2)[CH2:16][CH2:15]1)=[O:13])[CH3:10].CI. The catalyst is C1COCC1. The product is [CH2:9]([O:11][C:12]([C:14]1([CH3:2])[CH2:23][CH2:22][C:17]2([O:18][CH2:19][CH2:20][O:21]2)[CH2:16][CH2:15]1)=[O:13])[CH3:10]. The yield is 1.00. (3) The reactants are [CH2:1]([O:3][C:4]([N:6]1[CH2:10][CH2:9][C@H:8]([NH:11][C:12]2[CH:17]=[CH:16][C:15]([N+:18]([O-])=O)=[CH:14][N:13]=2)[CH2:7]1)=[O:5])[CH3:2].C1COCC1. The catalyst is C(O)C.[Pd]. The product is [CH2:1]([O:3][C:4]([N:6]1[CH2:10][CH2:9][C@H:8]([NH:11][C:12]2[CH:17]=[CH:16][C:15]([NH2:18])=[CH:14][N:13]=2)[CH2:7]1)=[O:5])[CH3:2]. The yield is 1.00. (4) The reactants are [OH:1][C@H:2]1[CH2:7][CH2:6][C@H:5]([N:8]2[C:13](=[O:14])[C:12]([CH2:15][C:16]3[CH:21]=[CH:20][C:19]([C:22]4[C:23]([C:28]#[N:29])=[CH:24][CH:25]=[CH:26][CH:27]=4)=[CH:18][CH:17]=3)=[C:11]([CH2:30][CH2:31][CH3:32])[N:10]3[N:33]=[CH:34][CH:35]=[C:9]23)[CH2:4][CH2:3]1.N1C=CN=C1.[C:41]([Si:45](Cl)([CH3:47])[CH3:46])([CH3:44])([CH3:43])[CH3:42].C(=O)([O-])O.[Na+]. The catalyst is CN(C)C=O.C(OCC)(=O)C. The product is [Si:45]([O:1][C@H:2]1[CH2:3][CH2:4][C@H:5]([N:8]2[C:13](=[O:14])[C:12]([CH2:15][C:16]3[CH:21]=[CH:20][C:19]([C:22]4[C:23]([C:28]#[N:29])=[CH:24][CH:25]=[CH:26][CH:27]=4)=[CH:18][CH:17]=3)=[C:11]([CH2:30][CH2:31][CH3:32])[N:10]3[N:33]=[CH:34][CH:35]=[C:9]23)[CH2:6][CH2:7]1)([C:41]([CH3:44])([CH3:43])[CH3:42])([CH3:47])[CH3:46]. The yield is 0.900. (5) The reactants are [Br:1][C:2]1[CH:7]=[C:6]([F:8])[C:5]([CH2:9][C:10]([NH2:12])=[O:11])=[C:4]([F:13])[CH:3]=1.[Br:14]N1C(=O)CCC1=O.N(C(C)(C)C#N)=NC(C)(C)C#N. The catalyst is C(Cl)(Cl)(Cl)Cl. The product is [Br:14][CH:9]([C:5]1[C:4]([F:13])=[CH:3][C:2]([Br:1])=[CH:7][C:6]=1[F:8])[C:10]([NH2:12])=[O:11]. The yield is 0.110. (6) The reactants are [N+]([C:4]1[CH:9]=[CH:8][CH:7]=[CH:6][C:5]=1[N+:10]([O-:12])=[O:11])([O-])=O.[F:13][C:14]1[CH:19]=[CH:18][C:17]([OH:20])=[CH:16][CH:15]=1.C(=O)([O-])[O-].[Cs+].[Cs+]. The catalyst is CS(C)=O.O. The product is [F:13][C:14]1[CH:19]=[CH:18][C:17]([O:20][C:9]2[CH:4]=[C:5]([N+:10]([O-:12])=[O:11])[CH:6]=[CH:7][CH:8]=2)=[CH:16][CH:15]=1. The yield is 0.690. (7) The reactants are [CH3:1][N:2]1[CH:6]=[CH:5][C:4]([C:7]2[C:11]3[CH:12]=[N:13][C:14]([NH:16][C:17]([NH:19][C@@H:20]([C:22]4[CH:27]=[CH:26][CH:25]=[CH:24][CH:23]=4)[CH3:21])=[O:18])=[CH:15][C:10]=3[N:9](C(C3C=CC=CC=3)(C3C=CC=CC=3)C3C=CC=CC=3)[N:8]=2)=[N:3]1.C(O)(C(F)(F)F)=O.C([SiH](CC)CC)C. The catalyst is C(Cl)Cl. The product is [CH3:1][N:2]1[CH:6]=[CH:5][C:4]([C:7]2[C:11]3[CH:12]=[N:13][C:14]([NH:16][C:17]([NH:19][C@@H:20]([C:22]4[CH:27]=[CH:26][CH:25]=[CH:24][CH:23]=4)[CH3:21])=[O:18])=[CH:15][C:10]=3[NH:9][N:8]=2)=[N:3]1. The yield is 0.550.